Dataset: Forward reaction prediction with 1.9M reactions from USPTO patents (1976-2016). Task: Predict the product of the given reaction. Given the reactants Cl.C(N=C=NCCCN(C)C)C.[NH2:13][C:14]1[CH:15]=[C:16]([CH:32]=[CH:33][CH:34]=1)[CH2:17][O:18][C:19]1[CH:24]=[CH:23][C:22]([C:25](=[O:27])[CH3:26])=[C:21]([OH:28])[C:20]=1[CH2:29][CH2:30][CH3:31].[C:35]([O:46][CH3:47])(=[O:45])[C:36]1[CH:44]=[CH:43][CH:42]=[C:38]([C:39](O)=[O:40])[CH:37]=1.C(N(CC)CC)C, predict the reaction product. The product is: [CH3:47][O:46][C:35](=[O:45])[C:36]1[CH:44]=[CH:43][CH:42]=[C:38]([C:39]([NH:13][C:14]2[CH:34]=[CH:33][CH:32]=[C:16]([CH2:17][O:18][C:19]3[CH:24]=[CH:23][C:22]([C:25](=[O:27])[CH3:26])=[C:21]([OH:28])[C:20]=3[CH2:29][CH2:30][CH3:31])[CH:15]=2)=[O:40])[CH:37]=1.